This data is from Peptide-MHC class I binding affinity with 185,985 pairs from IEDB/IMGT. The task is: Regression. Given a peptide amino acid sequence and an MHC pseudo amino acid sequence, predict their binding affinity value. This is MHC class I binding data. (1) The peptide sequence is LPIFFCLWVY. The MHC is HLA-A03:01 with pseudo-sequence HLA-A03:01. The binding affinity (normalized) is 0.364. (2) The MHC is BoLA-AW10 with pseudo-sequence BoLA-AW10. The binding affinity (normalized) is 0.505. The peptide sequence is FGAQMGWPV. (3) The peptide sequence is NGINVELSL. The MHC is HLA-B38:01 with pseudo-sequence HLA-B38:01. The binding affinity (normalized) is 0.0381. (4) The peptide sequence is LLAPGPLFV. The MHC is HLA-A02:01 with pseudo-sequence HLA-A02:01. The binding affinity (normalized) is 0.840. (5) The peptide sequence is RTLGVFRYK. The MHC is HLA-A29:02 with pseudo-sequence HLA-A29:02. The binding affinity (normalized) is 0.0847. (6) The MHC is H-2-Kk with pseudo-sequence H-2-Kk. The binding affinity (normalized) is 0.898. The peptide sequence is SELSPLLL. (7) The peptide sequence is ISLQEVFTM. The MHC is HLA-B39:01 with pseudo-sequence HLA-B39:01. The binding affinity (normalized) is 0.0847.